From a dataset of Catalyst prediction with 721,799 reactions and 888 catalyst types from USPTO. Predict which catalyst facilitates the given reaction. (1) Reactant: [ClH:1].C(OCC)C.[CH:7]([O:10][C:11]1[C:19]([O:20][C@@H:21]2[CH2:26][CH2:25][CH2:24][C@H:23]([NH2:27])[CH2:22]2)=[CH:18][CH:17]=[C:16]2[C:12]=1[CH:13]=[N:14][NH:15]2)([CH3:9])[CH3:8]. Product: [ClH:1].[CH:7]([O:10][C:11]1[C:19]([O:20][C@@H:21]2[CH2:26][CH2:25][CH2:24][C@H:23]([NH2:27])[CH2:22]2)=[CH:18][CH:17]=[C:16]2[C:12]=1[CH:13]=[N:14][NH:15]2)([CH3:9])[CH3:8]. The catalyst class is: 32. (2) Reactant: [CH2:1]([C:3]1[N:4]=[N:5][N:6]([CH2:8]O[Si](C(C)C)(C(C)C)C(C)C)[N:7]=1)[CH3:2].[N+](CCCC)(CCCC)(CCCC)CCCC.[F-].C(Br)(Br)(Br)Br.C1C=CC(P(C2C=CC=CC=2)C2C=CC=CC=2)=CC=1.[O:62]=[C:63]1[NH:68][C:67]2[CH:69]=[C:70]([C:72]3[CH:77]=[CH:76][CH:75]=[CH:74][CH:73]=3)[S:71][C:66]=2[C:65](=[O:78])[N:64]1[CH:79]1[CH2:84][CH2:83][N:82]([C:85]([O:87][C:88]([CH3:91])([CH3:90])[CH3:89])=[O:86])[CH2:81][CH2:80]1.C(=O)([O-])[O-].[K+].[K+]. Product: [CH2:1]([C:3]1[N:4]=[N:5][N:6]([CH2:8][N:68]2[C:67]3[CH:69]=[C:70]([C:72]4[CH:77]=[CH:76][CH:75]=[CH:74][CH:73]=4)[S:71][C:66]=3[C:65](=[O:78])[N:64]([CH:79]3[CH2:84][CH2:83][N:82]([C:85]([O:87][C:88]([CH3:90])([CH3:89])[CH3:91])=[O:86])[CH2:81][CH2:80]3)[C:63]2=[O:62])[N:7]=1)[CH3:2]. The catalyst class is: 59. (3) Reactant: [N+:1]([CH2:4][CH:5]([C:7]1[CH:12]=[CH:11][CH:10]=[C:9]([O:13][CH3:14])[CH:8]=1)[OH:6])([O-])=O. Product: [NH2:1][CH2:4][CH:5]([C:7]1[CH:12]=[CH:11][CH:10]=[C:9]([O:13][CH3:14])[CH:8]=1)[OH:6]. The catalyst class is: 458. (4) Reactant: [NH2:1][C:2]1[N:10]=[CH:9][CH:8]=[CH:7][C:3]=1[C:4]([OH:6])=O.ON1C2C=CC=CC=2N=N1.CCN=C=NCCCN(C)C.[CH2:32]([C:34]1[CH:48]=[CH:47][C:37]([O:38][C:39]2[CH:46]=[CH:45][C:42]([CH2:43][NH2:44])=[CH:41][CH:40]=2)=[CH:36][CH:35]=1)[CH3:33].C(=O)(O)[O-].[Na+]. Product: [CH2:32]([C:34]1[CH:48]=[CH:47][C:37]([O:38][C:39]2[CH:46]=[CH:45][C:42]([CH2:43][NH:44][C:4](=[O:6])[C:3]3[CH:7]=[CH:8][CH:9]=[N:10][C:2]=3[NH2:1])=[CH:41][CH:40]=2)=[CH:36][CH:35]=1)[CH3:33]. The catalyst class is: 3.